Task: Predict the reactants needed to synthesize the given product.. Dataset: Full USPTO retrosynthesis dataset with 1.9M reactions from patents (1976-2016) (1) Given the product [CH2:1]([O:8][C:9](=[O:50])[NH:10][C:11]1([C:14](=[O:49])[NH:15][C@H:16]([C:26](=[O:48])[NH:27][C@@H:28]([CH2:41][C:42]2[CH:47]=[CH:46][CH:45]=[CH:44][CH:43]=2)[C:29]([C:31](=[O:40])[NH:32][CH2:33][C:34]2[CH:35]=[CH:36][CH:37]=[CH:38][CH:39]=2)=[O:30])[CH2:17][C:18]2[CH:23]=[CH:22][C:21]([O:24][CH3:25])=[CH:20][CH:19]=2)[CH2:12][CH2:13]1)[C:2]1[CH:3]=[CH:4][CH:5]=[CH:6][CH:7]=1, predict the reactants needed to synthesize it. The reactants are: [CH2:1]([O:8][C:9](=[O:50])[NH:10][C:11]1([C:14](=[O:49])[NH:15][C@H:16]([C:26](=[O:48])[NH:27][C@@H:28]([CH2:41][C:42]2[CH:47]=[CH:46][CH:45]=[CH:44][CH:43]=2)[CH:29]([C:31](=[O:40])[NH:32][CH2:33][C:34]2[CH:39]=[CH:38][CH:37]=[CH:36][CH:35]=2)[OH:30])[CH2:17][C:18]2[CH:23]=[CH:22][C:21]([O:24][CH3:25])=[CH:20][CH:19]=2)[CH2:13][CH2:12]1)[C:2]1[CH:7]=[CH:6][CH:5]=[CH:4][CH:3]=1.CC(OI1(OC(C)=O)(OC(C)=O)OC(=O)C2C=CC=CC1=2)=O.[O-]S([O-])(=S)=O.[Na+].[Na+].C([O-])(O)=O.[Na+]. (2) The reactants are: [Cl:1][C:2]1[N:7]=[CH:6][C:5]([C:8]2[CH:9]=[CH:10][C:11]3[N:12]([C:14](I)=[C:15]([NH:17][C:18](=[O:20])[CH3:19])[N:16]=3)[N:13]=2)=[CH:4][C:3]=1[NH:22][S:23]([C:26]1[CH:31]=[CH:30][CH:29]=[C:28]([O:32][CH:33]([F:35])[F:34])[CH:27]=1)(=[O:25])=[O:24].[N:36]1[CH:41]=[CH:40][C:39](B(O)O)=[CH:38][CH:37]=1.C(=O)([O-])[O-].[Na+].[Na+].O1CCOCC1. Given the product [Cl:1][C:2]1[N:7]=[CH:6][C:5]([C:8]2[CH:9]=[CH:10][C:11]3[N:12]([C:14]([C:39]4[CH:40]=[CH:41][N:36]=[CH:37][CH:38]=4)=[C:15]([NH:17][C:18](=[O:20])[CH3:19])[N:16]=3)[N:13]=2)=[CH:4][C:3]=1[NH:22][S:23]([C:26]1[CH:31]=[CH:30][CH:29]=[C:28]([O:32][CH:33]([F:35])[F:34])[CH:27]=1)(=[O:25])=[O:24], predict the reactants needed to synthesize it. (3) Given the product [Si:19]([O:7][C@H:3]1[CH2:4][CH2:5][CH2:6][NH:1][CH2:2]1)([C:16]([CH3:18])([CH3:17])[CH3:15])([CH3:21])[CH3:20], predict the reactants needed to synthesize it. The reactants are: [NH:1]1[CH2:6][CH2:5][CH2:4][C@H:3]([OH:7])[CH2:2]1.C(N(CC)CC)C.[CH3:15][C:16]([Si:19](Cl)([CH3:21])[CH3:20])([CH3:18])[CH3:17]. (4) Given the product [Cl:1][C:2]1[CH:3]=[C:4]2[C:8](=[CH:9][CH:10]=1)[N:7]([CH3:11])[C:6]([CH2:12][CH2:13][CH2:14][CH2:15][CH2:16][CH3:17])=[C:5]2[C:18](=[O:28])[CH2:19][CH:20]([CH3:27])[CH2:21][C:22]([NH:37][CH:35]([C:29]1[CH:34]=[CH:33][CH:32]=[CH:31][CH:30]=1)[CH3:36])=[O:26], predict the reactants needed to synthesize it. The reactants are: [Cl:1][C:2]1[CH:3]=[C:4]2[C:8](=[CH:9][CH:10]=1)[N:7]([CH3:11])[C:6]([CH2:12][CH2:13][CH2:14][CH2:15][CH2:16][CH3:17])=[C:5]2[C:18](=[O:28])[CH2:19][CH:20]([CH3:27])[CH2:21][C:22](=[O:26])C(O)=O.[C:29]1([C@H:35]([NH2:37])[CH3:36])[CH:34]=[CH:33][CH:32]=[CH:31][CH:30]=1.C1CCC(N=C=NC2CCCCC2)CC1.C(=O)(O)[O-].[Na+]. (5) Given the product [CH:22]1([CH:25]([C:32]2[CH:37]=[CH:36][CH:35]=[C:34]([CH2:38][S:16][C:13]3[CH:14]=[CH:15][C:10]([C:3]4[CH:4]=[C:5]([O:8][CH3:9])[CH:6]=[CH:7][C:2]=4[F:1])=[C:11]([CH2:17][C:18]([CH3:21])([CH3:20])[CH3:19])[CH:12]=3)[CH:33]=2)[CH2:26][C:27]([O:29][CH2:30][CH3:31])=[O:28])[CH2:24][CH2:23]1, predict the reactants needed to synthesize it. The reactants are: [F:1][C:2]1[CH:7]=[CH:6][C:5]([O:8][CH3:9])=[CH:4][C:3]=1[C:10]1[CH:15]=[CH:14][C:13]([SH:16])=[CH:12][C:11]=1[CH2:17][C:18]([CH3:21])([CH3:20])[CH3:19].[CH:22]1([CH:25]([C:32]2[CH:37]=[CH:36][CH:35]=[C:34]([CH2:38]OS(C)(=O)=O)[CH:33]=2)[CH2:26][C:27]([O:29][CH2:30][CH3:31])=[O:28])[CH2:24][CH2:23]1.C(=O)([O-])[O-].[K+].[K+].O. (6) The reactants are: [Br:1][C:2]1[S:6][C:5]([C:7](Cl)=[O:8])=[CH:4][CH:3]=1.[CH3:10][O:11][C:12]1[CH:13]=[C:14]([CH:20]=[CH:21][CH:22]=1)[CH2:15][NH:16][CH:17]1[CH2:19][CH2:18]1.C(N(CC)CC)C. Given the product [Br:1][C:2]1[S:6][C:5]([C:7]([N:16]([CH:17]2[CH2:19][CH2:18]2)[CH2:15][C:14]2[CH:20]=[CH:21][CH:22]=[C:12]([O:11][CH3:10])[CH:13]=2)=[O:8])=[CH:4][CH:3]=1, predict the reactants needed to synthesize it. (7) Given the product [CH:1]1([N:8]2[C:14]3[CH:15]=[CH:16][CH:17]=[CH:18][C:13]=3[N:12]([CH2:19][C:20](=[O:25])[C:21]([CH3:24])([CH3:22])[CH3:23])[C:11](=[O:26])[N:10]([CH2:27][C:28]([NH:32][C:33]3[CH:38]=[CH:37][CH:36]=[C:35]([C:39]4[NH:40][O:41][C:42](=[O:44])[N:43]=4)[CH:34]=3)=[O:29])[C:9]2=[O:31])[CH2:2][CH2:3][CH2:4][CH2:5][CH2:6][CH2:7]1, predict the reactants needed to synthesize it. The reactants are: [CH:1]1([N:8]2[C:14]3[CH:15]=[CH:16][CH:17]=[CH:18][C:13]=3[N:12]([CH2:19][C:20](=[O:25])[C:21]([CH3:24])([CH3:23])[CH3:22])[C:11](=[O:26])[N:10]([CH2:27][C:28](O)=[O:29])[C:9]2=[O:31])[CH2:7][CH2:6][CH2:5][CH2:4][CH2:3][CH2:2]1.[NH2:32][C:33]1[CH:34]=[C:35]([C:39]2[NH:40][O:41][C:42](=[O:44])[N:43]=2)[CH:36]=[CH:37][CH:38]=1.CNC[C@@H]([C@H]([C@@H]([C@@H](CO)O)O)O)O.O1CCOCC1.O.